This data is from Forward reaction prediction with 1.9M reactions from USPTO patents (1976-2016). The task is: Predict the product of the given reaction. (1) The product is: [F:33][C:30]([F:31])([F:32])[C:27]1[CH:28]=[CH:29][C:23]2[N:22]=[C:21]([N:15]3[CH2:16][CH2:17][N:12]([C:11]4[CH:10]=[CH:9][N:8]=[CH:7][C:6]=4[C:5]([F:4])([F:18])[F:19])[CH2:13][CH2:14]3)[NH:25][C:24]=2[CH:26]=1. Given the reactants Cl.Cl.Cl.[F:4][C:5]([F:19])([F:18])[C:6]1[CH:7]=[N:8][CH:9]=[CH:10][C:11]=1[N:12]1[CH2:17][CH2:16][NH:15][CH2:14][CH2:13]1.Cl[C:21]1[NH:25][C:24]2[CH:26]=[C:27]([C:30]([F:33])([F:32])[F:31])[CH:28]=[CH:29][C:23]=2[N:22]=1.C(N(CC)C(C)C)(C)C, predict the reaction product. (2) The product is: [CH:1]1([NH:7][C:8]([C:10]2[C:15]([OH:16])=[C:14]([C:47]([NH:42][CH2:63][C:62]([OH:65])=[O:64])=[O:48])[C:13](=[O:17])[N:12]([CH2:18][C:19]3[CH:24]=[CH:23][C:22]([C:25]([F:28])([F:26])[F:27])=[CH:21][C:20]=3[F:29])[CH:11]=2)=[O:9])[CH2:6][CH2:5][CH2:4][CH2:3][CH2:2]1. Given the reactants [CH:1]1([NH:7][C:8]([C:10]2[C:15]([OH:16])=[CH:14][C:13](=[O:17])[N:12]([CH2:18][C:19]3[CH:24]=[CH:23][C:22]([C:25]([F:28])([F:27])[F:26])=[CH:21][C:20]=3[F:29])[CH:11]=2)=[O:9])[CH2:6][CH2:5][CH2:4][CH2:3][CH2:2]1.FC1C=C(C(F)(F)F)C=CC=1C[N:42]1[C:47](=[O:48])C=C(O)C(C(OC)=O)=C1.C1(N)CCCCC1.Cl.[C:62]([O:65]CC)(=[O:64])[CH3:63], predict the reaction product.